Predict which catalyst facilitates the given reaction. From a dataset of Catalyst prediction with 721,799 reactions and 888 catalyst types from USPTO. (1) Reactant: Cl[S:2]([C:5]1[CH:14]=[CH:13][C:8]([C:9]([O:11][CH3:12])=[O:10])=[CH:7][CH:6]=1)(=[O:4])=[O:3].[Cl:15][C:16]1[C:17]([NH2:23])=[N:18][CH:19]=[C:20]([CH3:22])[CH:21]=1. Product: [Cl:15][C:16]1[C:17]([NH:23][S:2]([C:5]2[CH:14]=[CH:13][C:8]([C:9]([O:11][CH3:12])=[O:10])=[CH:7][CH:6]=2)(=[O:4])=[O:3])=[N:18][CH:19]=[C:20]([CH3:22])[CH:21]=1. The catalyst class is: 142. (2) The catalyst class is: 3. Product: [CH:6]([C:5]1[CH:8]=[CH:9][C:2]([O:1][CH2:19][CH2:20][C:21]([CH3:26])([CH3:25])[C:22]([OH:24])=[O:23])=[C:3]([O:10][CH3:11])[CH:4]=1)=[O:7]. Reactant: [OH:1][C:2]1[CH:9]=[CH:8][C:5]([CH:6]=[O:7])=[CH:4][C:3]=1[O:10][CH3:11].C(=O)([O-])[O-].[K+].[K+].Cl[CH2:19][CH2:20][C:21]([CH3:26])([CH3:25])[C:22]([OH:24])=[O:23].O. (3) Product: [N:1]1[CH:6]=[CH:5][CH:4]=[C:3]([C:7]2[S:8][CH:9]=[C:10]([NH:17][C:18]([N:27]3[C:28]4[C:24](=[CH:23][C:22]([O:21][CH3:20])=[C:30]([C:31]([F:33])([F:34])[F:32])[CH:29]=4)[CH2:25][CH2:26]3)=[O:19])[N:11]=2)[CH:2]=1. Reactant: [N:1]1[CH:6]=[CH:5][CH:4]=[C:3]([C:7]2[S:8][CH:9]=[C:10](C(N=[N+]=[N-])=O)[N:11]=2)[CH:2]=1.[N-:17]=[C:18]=[O:19].[CH3:20][O:21][C:22]1[CH:23]=[C:24]2[C:28](=[CH:29][C:30]=1[C:31]([F:34])([F:33])[F:32])[NH:27][CH2:26][CH2:25]2. The catalyst class is: 451. (4) Reactant: [F:1][C:2]([F:21])([F:20])[C:3]1[CH:4]=[C:5]([C@H:13]2[S:17][C:16](=[O:18])[NH:15][C@H:14]2[CH3:19])[CH:6]=[C:7]([C:9]([F:12])([F:11])[F:10])[CH:8]=1.[H-].[Na+].CS(O[CH2:29][C:30]1[CH:35]=[C:34]([C:36]([F:39])([F:38])[F:37])[CH:33]=[CH:32][C:31]=1[Br:40])(=O)=O. Product: [F:21][C:2]([F:1])([F:20])[C:3]1[CH:4]=[C:5]([C@H:13]2[S:17][C:16](=[O:18])[N:15]([CH2:29][C:30]3[CH:35]=[C:34]([C:36]([F:37])([F:39])[F:38])[CH:33]=[CH:32][C:31]=3[Br:40])[C@H:14]2[CH3:19])[CH:6]=[C:7]([C:9]([F:10])([F:11])[F:12])[CH:8]=1. The catalyst class is: 1. (5) Reactant: [CH3:1][O:2][C:3]([C:5]1[CH:6]=[C:7]([N:11]2[CH2:19][CH2:18][CH2:17][CH:13](C(O)=O)[CH2:12]2)[CH:8]=[CH:9][CH:10]=1)=[O:4].C1(P(N=[N+]=[N-])(C2C=CC=CC=2)=[O:27])C=CC=CC=1.C([N:39]([CH2:42]C)CC)C.[NH2:44][C:45]1[S:49][C:48]([C:50]2[CH:55]=[CH:54][C:53]([Cl:56])=[CH:52][CH:51]=2)=[N:47][C:46]=1[CH3:57]. Product: [Cl:56][C:53]1[CH:54]=[CH:55][C:50]([C:48]2[S:49][C:45]([NH:44][C:42](=[O:27])[NH:39][CH:13]3[CH2:17][CH2:18][CH2:19][N:11]([C:7]4[CH:6]=[C:5]([CH:10]=[CH:9][CH:8]=4)[C:3]([O:2][CH3:1])=[O:4])[CH2:12]3)=[C:46]([CH3:57])[N:47]=2)=[CH:51][CH:52]=1. The catalyst class is: 638. (6) Reactant: [O:1]=[C:2]1[C:11]2[C:6](=[CH:7][C:8]([C:12]#[N:13])=[CH:9][CH:10]=2)[O:5][CH2:4][CH2:3]1.[Li+].C[Si]([N-][Si](C)(C)C)(C)C.C1C(=O)N([Br:31])C(=O)C1.C1C(=O)N(Br)C(=O)C1.C1COCC1. Product: [Br:31][CH:3]1[C:2](=[O:1])[C:11]2[C:6](=[CH:7][C:8]([C:12]#[N:13])=[CH:9][CH:10]=2)[O:5][CH2:4]1. The catalyst class is: 1. (7) Reactant: Br[C:2]1[CH:11]=[CH:10][C:5]([C:6]([O:8][CH3:9])=[O:7])=[C:4]([F:12])[CH:3]=1.[CH:13]1(B(O)O)[CH2:15][CH2:14]1.P([O-])([O-])([O-])=O.[K+].[K+].[K+].C1(P(C2CCCCC2)C2CCCCC2)CCCCC1.O. Product: [CH:13]1([C:2]2[CH:11]=[CH:10][C:5]([C:6]([O:8][CH3:9])=[O:7])=[C:4]([F:12])[CH:3]=2)[CH2:15][CH2:14]1. The catalyst class is: 164.